Dataset: Full USPTO retrosynthesis dataset with 1.9M reactions from patents (1976-2016). Task: Predict the reactants needed to synthesize the given product. (1) Given the product [NH2:1][C:4]1[CH:9]=[CH:8][C:7]([CH2:10][CH2:11][C@H:12]2[CH2:16][O:15][C:14]([NH2:17])=[N:13]2)=[CH:6][CH:5]=1, predict the reactants needed to synthesize it. The reactants are: [N+:1]([C:4]1[CH:9]=[CH:8][C:7](/[CH:10]=[CH:11]/[C@H:12]2[CH2:16][O:15][C:14]([NH2:17])=[N:13]2)=[CH:6][CH:5]=1)([O-])=O. (2) Given the product [CH3:8][C:4]1([CH2:31][C:32]([O:34][CH2:35][CH3:36])=[O:33])[CH2:5][CH2:6][CH2:7][C:2]([CH3:10])([CH3:1])[C:3]1=[O:9], predict the reactants needed to synthesize it. The reactants are: [CH3:1][C:2]1([CH3:10])[CH2:7][CH2:6][CH2:5][CH:4]([CH3:8])[C:3]1=[O:9].C([N-]C(C)C)(C)C.[Li+].CN(C)P(N(C)C)(N(C)C)=O.Br[CH2:31][C:32]([O:34][CH2:35][CH3:36])=[O:33].[Cl-].[NH4+]. (3) Given the product [CH3:10][C:11]12[O:7][CH2:6][C:3]([CH2:8][OH:9])([CH2:4][O:5]1)[CH2:2][O:1]2, predict the reactants needed to synthesize it. The reactants are: [OH:1][CH2:2][C:3]([CH2:8][OH:9])([CH2:6][OH:7])[CH2:4][OH:5].[C:10](OCC)(OCC)(OCC)[CH3:11].O.C1(C)C=CC(S(O)(=O)=O)=CC=1.C(N(CC)CC)C. (4) Given the product [CH3:16][O:15][C:13](=[O:14])[CH2:12][NH:8][C:7]1[CH:9]=[CH:10][C:4]([CH:1]([CH3:3])[CH3:2])=[CH:5][CH:6]=1, predict the reactants needed to synthesize it. The reactants are: [CH:1]([C:4]1[CH:10]=[CH:9][C:7]([NH2:8])=[CH:6][CH:5]=1)([CH3:3])[CH3:2].Br[CH2:12][C:13]([O:15][CH3:16])=[O:14].C([O-])(=O)C.[Na+].O. (5) Given the product [C:1]1([C:7]2[CH:14]=[CH:13][CH:12]=[CH:11][C:8]=2[CH:9]=[O:10])[CH:2]=[CH:3][CH:4]=[CH:5][CH:6]=1, predict the reactants needed to synthesize it. The reactants are: [C:1]1([C:7]2[CH:14]=[CH:13][CH:12]=[CH:11][C:8]=2[CH2:9][OH:10])[CH:6]=[CH:5][CH:4]=[CH:3][CH:2]=1. (6) Given the product [CH3:1][N:2]1[CH2:11][CH2:10][C:9]2([C:12]3[CH:17]=[CH:16][CH:15]=[C:14]([OH:18])[CH:13]=3)[C:4]([CH3:20])([CH2:5][CH2:6][CH2:7][CH2:8]2)[CH2:3]1, predict the reactants needed to synthesize it. The reactants are: [CH3:1][N:2]1[CH2:11][CH2:10][C:9]2([C:12]3[CH:17]=[CH:16][CH:15]=[C:14]([O:18]C)[CH:13]=3)[C:4]([CH3:20])([CH2:5][CH2:6][CH2:7][CH2:8]2)[CH2:3]1.Br.[OH-].[Na+].